The task is: Regression/Classification. Given a drug SMILES string, predict its absorption, distribution, metabolism, or excretion properties. Task type varies by dataset: regression for continuous measurements (e.g., permeability, clearance, half-life) or binary classification for categorical outcomes (e.g., BBB penetration, CYP inhibition). Dataset: cyp1a2_veith.. This data is from CYP1A2 inhibition data for predicting drug metabolism from PubChem BioAssay. (1) The molecule is O=C(Nc1ncc2c(n1)-c1ccccc1CC2)c1ccccc1. The result is 1 (inhibitor). (2) The drug is NCCCc1ccc2oc3ccccc3c2c1. The result is 1 (inhibitor). (3) The drug is CC[C@@H]1CN2CCc3cc(OC)c(OC)cc3[C@H]2C[C@@H]1C[C@@H]1NCCc2cc(O)c(OC)cc21.Cl.Cl.O.O.O.O.O.O.O. The result is 0 (non-inhibitor). (4) The result is 0 (non-inhibitor). The compound is CO[C@H]1COC(=O)CCC[C@H](C)[C@@H](OC)COC(=O)C/C=C\[C@@H]1C.